This data is from Full USPTO retrosynthesis dataset with 1.9M reactions from patents (1976-2016). The task is: Predict the reactants needed to synthesize the given product. Given the product [CH:1]1([NH:4][C:5]([NH:7][C:8]2[CH:13]=[CH:12][C:11]([O:14][C:15]3[CH:20]=[CH:19][N:18]=[C:17]4[CH:21]=[C:22]([C:24]5[N:25]=[CH:26][N:27]([CH2:29][CH:30]=[O:31])[CH:28]=5)[S:23][C:16]=34)=[C:10]([F:37])[CH:9]=2)=[O:6])[CH2:2][CH2:3]1, predict the reactants needed to synthesize it. The reactants are: [CH:1]1([NH:4][C:5]([NH:7][C:8]2[CH:13]=[CH:12][C:11]([O:14][C:15]3[CH:20]=[CH:19][N:18]=[C:17]4[CH:21]=[C:22]([C:24]5[N:25]=[CH:26][N:27]([CH2:29][CH:30](OCC)[O:31]CC)[CH:28]=5)[S:23][C:16]=34)=[C:10]([F:37])[CH:9]=2)=[O:6])[CH2:3][CH2:2]1.Cl.